From a dataset of Reaction yield outcomes from USPTO patents with 853,638 reactions. Predict the reaction yield, written as a fraction of the theoretical maximum amount of product (1.0 means a 100% yield; for example, 0.34 means a 34% yield). (1) The reactants are [NH2:1][CH:2]([C:8]1[C:13]([Cl:14])=[CH:12][C:11]([Br:15])=[CH:10][N:9]=1)C(OCC)=O. The catalyst is Cl. The product is [ClH:14].[Br:15][C:11]1[CH:12]=[C:13]([Cl:14])[C:8]([CH2:2][NH2:1])=[N:9][CH:10]=1. The yield is 0.650. (2) The reactants are [C:1]([C:3]1[C:4]([N:15]2[CH2:20][CH2:19][N:18]([C:21]([O:23][C:24]([CH3:27])([CH3:26])[CH3:25])=[O:22])[C@H:17]([CH:28]([CH3:30])[CH3:29])[CH2:16]2)=[N:5][C:6]([CH:12]2[CH2:14][CH2:13]2)=[C:7]([N+:9]([O-])=O)[CH:8]=1)#[N:2].[NH4+].[Cl-]. The catalyst is CCO.O.[Zn]. The product is [NH2:9][C:7]1[CH:8]=[C:3]([C:1]#[N:2])[C:4]([N:15]2[CH2:20][CH2:19][N:18]([C:21]([O:23][C:24]([CH3:25])([CH3:26])[CH3:27])=[O:22])[C@H:17]([CH:28]([CH3:29])[CH3:30])[CH2:16]2)=[N:5][C:6]=1[CH:12]1[CH2:13][CH2:14]1. The yield is 0.743. (3) The reactants are [NH:1]([C:15]([O:17][C:18]([CH3:21])([CH3:20])[CH3:19])=[O:16])[C@H:2]([C:11]([O:13][CH3:14])=[O:12])[CH2:3][C:4]1[CH:9]=[CH:8][C:7]([OH:10])=[CH:6][CH:5]=1.CN1CCOCC1.[S:29](O[S:29]([C:32]([F:35])([F:34])[F:33])(=[O:31])=[O:30])([C:32]([F:35])([F:34])[F:33])(=[O:31])=[O:30]. The catalyst is ClCCl. The product is [C:18]([O:17][C:15]([NH:1][C@@H:2]([CH2:3][C:4]1[CH:5]=[CH:6][C:7]([O:10][S:29]([C:32]([F:35])([F:34])[F:33])(=[O:31])=[O:30])=[CH:8][CH:9]=1)[C:11]([O:13][CH3:14])=[O:12])=[O:16])([CH3:21])([CH3:20])[CH3:19]. The yield is 0.980. (4) The reactants are CC([N:5]([C@H:9]1[CH2:14][CH2:13][CH2:12][CH2:11][C@H:10]1[CH2:15][OH:16])[C:6](=[O:8])[O-:7])(C)C.Cl.N[C@H:19]1CC[C@H](C2C=CC=CC=2)[CH2:21][C@H:20]1[CH2:31]O.CC(OC(OC(OC(C)(C)C)=O)=O)(C)C.C(N(CC)CC)C. The catalyst is CO. The product is [OH:16][CH2:15][C@@H:10]1[CH2:11][CH2:12][CH2:13][CH2:14][C@@H:9]1[NH:5][C:6](=[O:8])[O:7][C:20]([CH3:31])([CH3:21])[CH3:19]. The yield is 0.850. (5) The reactants are [CH3:1][S:2]([C:5]1[C:10]([C:11]2[CH:16]=[CH:15][C:14]([OH:17])=[CH:13][CH:12]=2)=[C:9]([C:18]2[CH:23]=[CH:22][N:21]=[CH:20][CH:19]=2)[CH:8]=[CH:7][CH:6]=1)(=[O:4])=[O:3].C([O-])([O-])=O.[K+].[K+].Cl.Cl[CH2:32][C:33]1[CH:42]=[CH:41][C:40]2[C:35](=[CH:36][CH:37]=[CH:38][CH:39]=2)[N:34]=1. The catalyst is C(#N)C. The product is [CH3:1][S:2]([C:5]1[C:10]([C:11]2[CH:12]=[CH:13][C:14]([O:17][CH2:32][C:33]3[CH:42]=[CH:41][C:40]4[C:35](=[CH:36][CH:37]=[CH:38][CH:39]=4)[N:34]=3)=[CH:15][CH:16]=2)=[C:9]([C:18]2[CH:19]=[CH:20][N:21]=[CH:22][CH:23]=2)[CH:8]=[CH:7][CH:6]=1)(=[O:4])=[O:3]. The yield is 0.700. (6) The reactants are [CH:1]([C:4]1[CH:9]=[CH:8][C:7]([CH:10]=[C:11]([CH3:21])[CH2:12][O:13]C2C=CC(C)=CC=2)=[CH:6][CH:5]=1)([CH3:3])[CH3:2]. The catalyst is CN(C)C1C=CC=CC=1.C(OC(C)C)(C)C. The product is [CH:1]([C:4]1[CH:5]=[CH:6][C:7]([CH:10]([C:11]2[CH:21]=[C:4]([CH3:5])[CH:1]=[CH:2][C:12]=2[OH:13])[C:7]([CH3:8])=[CH2:6])=[CH:8][CH:9]=1)([CH3:2])[CH3:3]. The yield is 0.950. (7) The reactants are [Cl:1][C:2]1[CH:7]=[CH:6][C:5]([CH2:8][C:9]([NH:11][C:12]2([CH2:18][OH:19])[CH2:17][CH2:16][CH2:15][CH2:14][CH2:13]2)=[O:10])=[CH:4][CH:3]=1.O. The catalyst is CS(C)=O. The product is [Cl:1][C:2]1[CH:3]=[CH:4][C:5]([CH2:8][C:9]([NH:11][C:12]2([CH:18]=[O:19])[CH2:13][CH2:14][CH2:15][CH2:16][CH2:17]2)=[O:10])=[CH:6][CH:7]=1. The yield is 0.670.